This data is from Retrosynthesis with 50K atom-mapped reactions and 10 reaction types from USPTO. The task is: Predict the reactants needed to synthesize the given product. (1) Given the product CN(C)CCOc1ccc(C(=O)O)cc1, predict the reactants needed to synthesize it. The reactants are: COC(=O)c1ccc(OCCN(C)C)cc1. (2) Given the product CCC(CC)(c1ccc(/C=C/C(O)(C(F)(F)F)C(F)(F)F)c(C)c1)c1ccc(-c2ncc(CC(=O)O)cn2)c(C)c1, predict the reactants needed to synthesize it. The reactants are: CCOC(=O)Cc1cnc(-c2ccc(C(CC)(CC)c3ccc(/C=C/C(O)(C(F)(F)F)C(F)(F)F)c(C)c3)cc2C)nc1.